From a dataset of Full USPTO retrosynthesis dataset with 1.9M reactions from patents (1976-2016). Predict the reactants needed to synthesize the given product. (1) Given the product [CH3:1][C:2]1[CH:7]=[CH:6][N:5]=[CH:4][C:3]=1[N:8]1[CH2:12][CH2:11][N:10]([C:15]2[CH:16]=[C:17]([CH3:21])[CH:18]=[CH:19][CH:20]=2)[C:9]1=[O:13], predict the reactants needed to synthesize it. The reactants are: [CH3:1][C:2]1[CH:7]=[CH:6][N:5]=[CH:4][C:3]=1[N:8]1[CH2:12][CH2:11][NH:10][C:9]1=[O:13].Br[C:15]1[CH:20]=[CH:19][CH:18]=[C:17]([CH3:21])[CH:16]=1.N[C@@H]1CCCC[C@H]1N.P([O-])([O-])([O-])=O.[K+].[K+].[K+]. (2) Given the product [F:58][CH:48]([F:47])[C:49]1[N:53]2[CH2:54][CH2:55][N:56]([C:4]([C:3]3[CH:7]=[C:8]([CH2:11][C:12]4[C:21]5[C:16](=[CH:17][CH:18]=[CH:19][CH:20]=5)[C:15](=[O:22])[NH:14][N:13]=4)[CH:9]=[CH:10][C:2]=3[F:1])=[O:6])[CH2:57][C:52]2=[N:51][N:50]=1, predict the reactants needed to synthesize it. The reactants are: [F:1][C:2]1[CH:10]=[CH:9][C:8]([CH2:11][C:12]2[C:21]3[C:16](=[CH:17][CH:18]=[CH:19][CH:20]=3)[C:15](=[O:22])[NH:14][N:13]=2)=[CH:7][C:3]=1[C:4]([OH:6])=O.F[P-](F)(F)(F)(F)F.N1(OC(N(C)C)=[N+](C)C)C2C=CC=CC=2N=N1.[F:47][CH:48]([F:58])[C:49]1[N:53]2[CH2:54][CH2:55][NH:56][CH2:57][C:52]2=[N:51][N:50]=1.C(N(CC)C(C)C)(C)C. (3) Given the product [C:1]([O:5][C:6]([NH:8][C@@H:12]([CH2:13][C@@H:14]([O:16][CH2:21][CH3:22])[CH3:15])[C:11]([OH:10])=[O:32])=[O:7])([CH3:2])([CH3:3])[CH3:4], predict the reactants needed to synthesize it. The reactants are: [C:1]([O:5][C:6]([N:8]1[C@@H:12]([CH2:13][C@@H:14]([OH:16])[CH3:15])[CH2:11][O:10]C1(C)C)=[O:7])([CH3:4])([CH3:3])[CH3:2].[H-].[Na+].[CH2:21](I)[CH3:22].O.C1(C)C=CC(S(O)(=O)=[O:32])=CC=1.